From a dataset of TCR-epitope binding with 47,182 pairs between 192 epitopes and 23,139 TCRs. Binary Classification. Given a T-cell receptor sequence (or CDR3 region) and an epitope sequence, predict whether binding occurs between them. The epitope is RLRAEAQVK. The TCR CDR3 sequence is CASSFLAGGYGDTQYF. Result: 1 (the TCR binds to the epitope).